This data is from Full USPTO retrosynthesis dataset with 1.9M reactions from patents (1976-2016). The task is: Predict the reactants needed to synthesize the given product. (1) Given the product [F:26][C:2]([F:1])([F:27])[S:3]([O:6][C:7]1[CH:8]=[CH:9][C:10]2[C:11]3=[N:39][N:38]([C:36]4[CH:35]=[CH:34][C:31]([C:32]#[N:33])=[C:30]([Cl:29])[CH:37]=4)[CH:17]([C:18]4[CH:19]=[CH:20][C:21]([F:24])=[CH:22][CH:23]=4)[CH:12]3[CH2:13][O:14][C:15]=2[CH:16]=1)(=[O:5])=[O:4], predict the reactants needed to synthesize it. The reactants are: [F:1][C:2]([F:27])([F:26])[S:3]([O:6][C:7]1[CH:16]=[C:15]2[C:10]([C:11](=O)[C:12](=[CH:17][C:18]3[CH:23]=[CH:22][C:21]([F:24])=[CH:20][CH:19]=3)[CH2:13][O:14]2)=[CH:9][CH:8]=1)(=[O:5])=[O:4].Cl.[Cl:29][C:30]1[CH:37]=[C:36]([NH:38][NH2:39])[CH:35]=[CH:34][C:31]=1[C:32]#[N:33]. (2) Given the product [C:15]([C:19]1[CH:20]=[C:21]([C:25]2[C:26]3[N:27]([N:31]=[C:32]([NH:34][CH:11]4[CH2:12][CH2:13][N:8]([C:6]5[CH:5]=[CH:4][N:3]=[C:2]([Cl:1])[CH:7]=5)[CH2:9][CH2:10]4)[N:33]=3)[CH:28]=[CH:29][CH:30]=2)[CH:22]=[CH:23][CH:24]=1)([CH3:18])([CH3:16])[CH3:17], predict the reactants needed to synthesize it. The reactants are: [Cl:1][C:2]1[CH:7]=[C:6]([N:8]2[CH2:13][CH2:12][C:11](=O)[CH2:10][CH2:9]2)[CH:5]=[CH:4][N:3]=1.[C:15]([C:19]1[CH:20]=[C:21]([C:25]2[C:26]3[N:27]([N:31]=[C:32]([NH2:34])[N:33]=3)[CH:28]=[CH:29][CH:30]=2)[CH:22]=[CH:23][CH:24]=1)([CH3:18])([CH3:17])[CH3:16].NC1C=CC=C(Br)N=1.C(C1C=C(B(O)O)C=CC=1)(C)(C)C. (3) Given the product [CH3:53][CH:51]1[N:50]([C:54]2[CH:55]=[CH:56][C:57]([C:60]([N:62]3[CH2:63][CH2:64][N:65]([C:68]4[C:73]([CH3:74])=[CH:72][C:71]([CH3:75])=[C:70]([CH3:76])[N:69]=4)[CH2:66][CH2:67]3)=[O:61])=[CH:58][CH:59]=2)[C:49](=[O:77])[NH:48][CH2:52]1, predict the reactants needed to synthesize it. The reactants are: IC1C=CC(C(N2CCN(C3C(C)=CC(C)=C(C)N=3)CC2)=O)=CC=1.COC1C=CC(CN2CC(C)NC2=O)=CC=1.COC1C=CC(C[N:48]2[CH2:52][CH:51]([CH3:53])[N:50]([C:54]3[CH:59]=[CH:58][C:57]([C:60]([N:62]4[CH2:67][CH2:66][N:65]([C:68]5[C:73]([CH3:74])=[CH:72][C:71]([CH3:75])=[C:70]([CH3:76])[N:69]=5)[CH2:64][CH2:63]4)=[O:61])=[CH:56][CH:55]=3)[C:49]2=[O:77])=CC=1. (4) Given the product [NH2:1][C:2]1[N:10]=[C:9]2[C:5]([N:6]=[CH:7][N:8]2[C@@H:11]2[O:15][C@@H:14]([CH2:16][O:17][P:36]([NH:50][C@@H:51]([CH3:58])[C:52]([O:54][CH:55]([CH3:57])[CH3:56])=[O:53])([O:35][C:34]3[CH:33]=[CH:32][C:31]([Cl:30])=[CH:60][CH:59]=3)=[O:37])[C@@H:13]([OH:18])[C@:12]2([F:20])[CH3:19])=[C:4]([O:21][CH2:22][CH3:23])[N:3]=1, predict the reactants needed to synthesize it. The reactants are: [NH2:1][C:2]1[N:10]=[C:9]2[C:5]([N:6]=[CH:7][N:8]2[C@@H:11]2[O:15][C@H:14]([CH2:16][OH:17])[C@@H:13]([OH:18])[C@:12]2([F:20])[CH3:19])=[C:4]([O:21][CH2:22][CH3:23])[N:3]=1.C([Mg]Cl)(C)(C)C.[Cl:30][C:31]1[CH:60]=[CH:59][C:34]([O:35][P:36]([NH:50][C@@H:51]([CH3:58])[C:52]([O:54][CH:55]([CH3:57])[CH3:56])=[O:53])(OC2C(F)=C(F)C(F)=C(F)C=2F)=[O:37])=[CH:33][CH:32]=1.O. (5) Given the product [Cl:34][C:2]1[N:24]2[CH:25]=[C:20]([F:19])[CH:21]=[CH:22][C:23]2=[N:26][C:3]=1[CH2:4][C@@H:5]1[CH2:10][CH2:9][CH2:8][CH2:7][N:6]1[C:11]([O:13][C:14]([CH3:17])([CH3:16])[CH3:15])=[O:12].[Br:1][CH2:2][C:3](=[O:18])[CH2:4][C@@H:5]1[CH2:10][CH2:9][CH2:8][CH2:7][N:6]1[C:11]([O:13][C:14]([CH3:16])([CH3:15])[CH3:17])=[O:12], predict the reactants needed to synthesize it. The reactants are: [Br:1][CH2:2][C:3](=[O:18])[CH2:4][C@@H:5]1[CH2:10][CH2:9][CH2:8][CH2:7][N:6]1[C:11]([O:13][C:14]([CH3:17])([CH3:16])[CH3:15])=[O:12].[F:19][C:20]1[CH:21]=[CH:22][C:23]([NH2:26])=[N:24][CH:25]=1.C1C(=O)N([Cl:34])C(=O)C1. (6) Given the product [CH2:1]([O:8][C:9]1[CH:14]=[CH:13][N:12]([C:15]2[CH:20]=[CH:19][C:18]3[C:21]4[CH2:27][CH2:26][NH:25][CH2:24][CH2:23][C:22]=4[O:35][C:17]=3[CH:16]=2)[C:11](=[O:36])[CH:10]=1)[C:2]1[CH:3]=[CH:4][CH:5]=[CH:6][CH:7]=1, predict the reactants needed to synthesize it. The reactants are: [CH2:1]([O:8][C:9]1[CH:14]=[CH:13][N:12]([C:15]2[CH:20]=[CH:19][C:18]3[C:21]4[CH2:27][CH2:26][N:25](C(OC(C)(C)C)=O)[CH2:24][CH2:23][C:22]=4[O:35][C:17]=3[CH:16]=2)[C:11](=[O:36])[CH:10]=1)[C:2]1[CH:7]=[CH:6][CH:5]=[CH:4][CH:3]=1.Cl.C([O-])(O)=O.[Na+]. (7) Given the product [CH3:1][O:2][C:3]([C:5]1[C:6](=[O:17])[O:7][C:8]2[C:13]([C:14]=1[OH:15])=[CH:12][C:11]([C:28]1[CH:29]=[CH:30][C:25]([O:18][C:19]3[CH:24]=[CH:23][CH:22]=[CH:21][CH:20]=3)=[CH:26][CH:27]=1)=[CH:10][CH:9]=2)=[O:4], predict the reactants needed to synthesize it. The reactants are: [CH3:1][O:2][C:3]([C:5]1[C:6](=[O:17])[O:7][C:8]2[C:13]([C:14]=1[OH:15])=[CH:12][C:11](Br)=[CH:10][CH:9]=2)=[O:4].[O:18]([C:25]1[CH:30]=[CH:29][C:28](B(O)O)=[CH:27][CH:26]=1)[C:19]1[CH:24]=[CH:23][CH:22]=[CH:21][CH:20]=1. (8) Given the product [CH:16]([OH:18])=[O:17].[NH2:20][CH2:21][CH2:22][O:23][CH2:24][CH2:25][NH:26][C:7]1[CH:8]=[C:9]2[C:10]3=[C:5]([CH2:4][CH2:3][CH:2]([CH3:1])[N:11]3[CH:12]=[C:13]([C:16]([OH:18])=[O:17])[C:14]2=[O:15])[CH:6]=1, predict the reactants needed to synthesize it. The reactants are: [CH3:1][CH:2]1[N:11]2[CH:12]=[C:13]([C:16]([OH:18])=[O:17])[C:14](=[O:15])[C:9]3[C:10]2=[C:5]([CH:6]=[C:7](F)[CH:8]=3)[CH2:4][CH2:3]1.[NH2:20][CH2:21][CH2:22][O:23][CH2:24][CH2:25][NH2:26].